From a dataset of Full USPTO retrosynthesis dataset with 1.9M reactions from patents (1976-2016). Predict the reactants needed to synthesize the given product. (1) Given the product [F:7][C:8]1([F:15])[CH2:13][CH2:12][CH:11]([OH:14])[CH2:10][CH2:9]1, predict the reactants needed to synthesize it. The reactants are: [H-].[Al+3].[Li+].[H-].[H-].[H-].[F:7][C:8]1([F:15])[CH2:13][CH2:12][C:11](=[O:14])[CH2:10][CH2:9]1.O.[OH-].[Na+]. (2) Given the product [NH:1]1[C:2]2[C:11](=[CH:10][CH:9]=[C:4]([C:5]([O:7][CH3:8])=[O:6])[CH:3]=2)[CH:12]=[N:13]1, predict the reactants needed to synthesize it. The reactants are: [NH2:1][C:2]1[CH:3]=[C:4]([CH:9]=[CH:10][C:11]=1[CH3:12])[C:5]([O:7][CH3:8])=[O:6].[N:13]([O-])=O.[Na+].